The task is: Predict the reaction yield, written as a fraction of the theoretical maximum amount of product (1.0 means a 100% yield; for example, 0.34 means a 34% yield).. This data is from Reaction yield outcomes from USPTO patents with 853,638 reactions. (1) The reactants are [CH3:1][O-:2].[Na+].[Br:4][C:5]1[CH:6]=[N:7][CH:8]=[C:9](Br)[CH:10]=1. The catalyst is CN(C)C=O.O. The product is [Br:4][C:5]1[CH:6]=[N:7][CH:8]=[C:9]([O:2][CH3:1])[CH:10]=1. The yield is 0.590. (2) The reactants are [NH2:1][C:2]1[CH:3]=[C:4]([CH:7]=[CH:8][C:9]=1Cl)[C:5]#[N:6].C(O[C:14]([SH:16])=[S:15])C.[K]. The catalyst is CN(C=O)C. The product is [SH:16][C:14]1[S:15][C:9]2[CH:8]=[CH:7][C:4]([C:5]#[N:6])=[CH:3][C:2]=2[N:1]=1. The yield is 0.490. (3) The reactants are [CH:1]([N:4]1[C:8]([C:9]2[S:10][C:11]3[CH2:12][CH2:13][O:14][C:15]4[CH:22]=[CH:21][C:20]([C:23]5[C:24](=[O:29])[NH:25][CH:26]=[CH:27][CH:28]=5)=[CH:19][C:16]=4[C:17]=3[N:18]=2)=[N:7][CH:6]=[N:5]1)([CH3:3])[CH3:2].Br[CH2:31][C:32]([O:34]C)=[O:33]. No catalyst specified. The product is [CH:1]([N:4]1[C:8]([C:9]2[S:10][C:11]3[CH2:12][CH2:13][O:14][C:15]4[CH:22]=[CH:21][C:20]([C:23]5[C:24](=[O:29])[N:25]([CH2:31][C:32]([OH:34])=[O:33])[CH:26]=[CH:27][CH:28]=5)=[CH:19][C:16]=4[C:17]=3[N:18]=2)=[N:7][CH:6]=[N:5]1)([CH3:3])[CH3:2]. The yield is 0.620.